From a dataset of Reaction yield outcomes from USPTO patents with 853,638 reactions. Predict the reaction yield, written as a fraction of the theoretical maximum amount of product (1.0 means a 100% yield; for example, 0.34 means a 34% yield). The reactants are [C:1](Cl)([CH3:3])=[O:2].[N+:5]([C:8]1[CH:13]=[CH:12][C:11]([NH2:14])=[CH:10][CH:9]=1)([O-:7])=[O:6]. The catalyst is C(Cl)Cl.N1C=CC=CC=1. The product is [N+:5]([C:8]1[CH:13]=[CH:12][C:11]([NH:14][C:1](=[O:2])[CH3:3])=[CH:10][CH:9]=1)([O-:7])=[O:6]. The yield is 0.970.